Dataset: Full USPTO retrosynthesis dataset with 1.9M reactions from patents (1976-2016). Task: Predict the reactants needed to synthesize the given product. (1) Given the product [F:19][C:2]([F:1])([F:18])[C:3]([N:5]1[CH2:10][CH2:9][CH:8]([CH2:11][C:12]2[CH:13]=[CH:14][C:15]([S:21]([Cl:20])(=[O:23])=[O:22])=[CH:16][CH:17]=2)[CH2:7][CH2:6]1)=[O:4], predict the reactants needed to synthesize it. The reactants are: [F:1][C:2]([F:19])([F:18])[C:3]([N:5]1[CH2:10][CH2:9][CH:8]([CH2:11][C:12]2[CH:17]=[CH:16][CH:15]=[CH:14][CH:13]=2)[CH2:7][CH2:6]1)=[O:4].[Cl:20][S:21](O)(=[O:23])=[O:22]. (2) Given the product [NH2:8][C:9]1[C:10]([C:16]([OH:18])=[O:17])=[CH:11][C:12]([F:15])=[N:13][CH:14]=1, predict the reactants needed to synthesize it. The reactants are: C(OC([NH:8][C:9]1[C:10]([C:16]([OH:18])=[O:17])=[CH:11][C:12]([F:15])=[N:13][CH:14]=1)=O)(C)(C)C.C(O)(C(F)(F)F)=O.